Task: Predict the product of the given reaction.. Dataset: Forward reaction prediction with 1.9M reactions from USPTO patents (1976-2016) (1) Given the reactants [CH3:1][C:2]1[CH:10]=[CH:9][C:5]([C:6]([OH:8])=O)=[CH:4][C:3]=1[B:11]1[O:15][C:14]([CH3:17])([CH3:16])[C:13]([CH3:19])([CH3:18])[O:12]1.S(Cl)(Cl)=O.[F:24][C:25]1[CH:30]=[CH:29][C:28]([C:31]([F:34])([F:33])[F:32])=[CH:27][C:26]=1[NH2:35].ClCCl, predict the reaction product. The product is: [F:24][C:25]1[CH:30]=[CH:29][C:28]([C:31]([F:33])([F:34])[F:32])=[CH:27][C:26]=1[NH:35][C:6](=[O:8])[C:5]1[CH:9]=[CH:10][C:2]([CH3:1])=[C:3]([B:11]2[O:15][C:14]([CH3:16])([CH3:17])[C:13]([CH3:19])([CH3:18])[O:12]2)[CH:4]=1. (2) Given the reactants Br[C:2]1[CH:10]=[CH:9][CH:8]=[CH:7][C:3]=1[C:4](O)=[O:5].CC[N:13]=C=NCCCN(C)C.C1C=CC2N(O)N=NC=2C=1.CN1CCOCC1.NCC(N[C@H](B1O[C@@H]2C[C@@H]3C[C@H]([C@]2(C)O1)C3(C)C)CC(C)C)=O, predict the reaction product. The product is: [C:4]([NH2:13])(=[O:5])[C:3]1[CH:7]=[CH:8][CH:9]=[CH:10][CH:2]=1.